From a dataset of Full USPTO retrosynthesis dataset with 1.9M reactions from patents (1976-2016). Predict the reactants needed to synthesize the given product. (1) The reactants are: [CH:1]1([N:5]2[CH2:11][CH2:10][C:9]3[CH:12]=[CH:13][C:14]([O:16][C:17]4[CH:22]=[CH:21][C:20](I)=[CH:19][N:18]=4)=[CH:15][C:8]=3[CH2:7][CH2:6]2)[CH2:4][CH2:3][CH2:2]1.[NH:24]1[CH:28]=[CH:27][CH:26]=[N:25]1.C(=O)([O-])[O-].[Cs+].[Cs+].N1C2C(=CC=C3C=2N=CC=C3)C=CC=1. Given the product [CH:1]1([N:5]2[CH2:11][CH2:10][C:9]3[CH:12]=[CH:13][C:14]([O:16][C:17]4[CH:22]=[CH:21][C:20]([N:24]5[CH:28]=[CH:27][CH:26]=[N:25]5)=[CH:19][N:18]=4)=[CH:15][C:8]=3[CH2:7][CH2:6]2)[CH2:4][CH2:3][CH2:2]1, predict the reactants needed to synthesize it. (2) The reactants are: [Br:1][C:2]1[S:6][C:5]([CH:7]([C:9]2[CH:14]=[CH:13][CH:12]=[C:11]([F:15])[CH:10]=2)O)=[CH:4][CH:3]=1.[CH3:16][O:17][C:18]([O:22][Si](C)(C)C)=[C:19](C)[CH3:20].C([O-])([O-])=O.[K+].[K+]. Given the product [Br:1][C:2]1[S:6][C:5]([CH:7]([C:9]2[CH:14]=[CH:13][CH:12]=[C:11]([F:15])[CH:10]=2)[CH:19]([CH3:20])[C:18]([O:17][CH3:16])=[O:22])=[CH:4][CH:3]=1, predict the reactants needed to synthesize it. (3) Given the product [Cl:1][C:2]1[CH:3]=[CH:4][C:5]([N:8]2[CH:12]=[C:11]([C:13]([OH:15])=[O:14])[N:10]=[C:9]2[C:18]2[CH:23]=[CH:22][C:21]([Cl:24])=[CH:20][C:19]=2[Cl:25])=[CH:6][CH:7]=1, predict the reactants needed to synthesize it. The reactants are: [Cl:1][C:2]1[CH:7]=[CH:6][C:5]([N:8]2[CH:12]=[C:11]([C:13]([O:15]CC)=[O:14])[N:10]=[C:9]2[C:18]2[CH:23]=[CH:22][C:21]([Cl:24])=[CH:20][C:19]=2[Cl:25])=[CH:4][CH:3]=1.[Li+].[OH-]. (4) Given the product [C:1]([NH:5][C:6]([C:8]1[C:16]2[C:11](=[N:12][CH:13]=[C:14]([C:17]3[C:25]4[C:20](=[CH:21][CH:22]=[C:23]([O:26][CH:27]([F:28])[F:29])[CH:24]=4)[N:19]([CH2:30][CH2:31][CH2:32][N:33]([C:34](=[O:36])[CH3:35])[CH3:37])[N:18]=3)[N:15]=2)[NH:10][CH:9]=1)=[O:7])([CH3:4])([CH3:2])[CH3:3], predict the reactants needed to synthesize it. The reactants are: [C:1]([NH:5][C:6]([C:8]1[C:16]2[C:11](=[N:12][CH:13]=[C:14]([C:17]3[C:25]4[C:20](=[CH:21][CH:22]=[C:23]([O:26][CH:27]([F:29])[F:28])[CH:24]=4)[N:19]([CH2:30][CH2:31][CH2:32][N:33]([CH3:37])[C:34](=[O:36])[CH3:35])[N:18]=3)[N:15]=2)[N:10](COCC[Si](C)(C)C)[CH:9]=1)=[O:7])([CH3:4])([CH3:3])[CH3:2].FC(F)(F)C(O)=O. (5) Given the product [F:15][C:16]1[CH:17]=[C:18]([C:22](=[O:24])[CH2:23][C:6](=[O:8])[C:5]([O:12][CH2:13][CH3:14])=[O:11])[CH:19]=[CH:20][CH:21]=1, predict the reactants needed to synthesize it. The reactants are: [O-]CC.[Na+].[C:5]([O:12][CH2:13][CH3:14])(=[O:11])[C:6]([O:8]CC)=O.[F:15][C:16]1[CH:17]=[C:18]([C:22](=[O:24])[CH3:23])[CH:19]=[CH:20][CH:21]=1. (6) Given the product [CH3:4][C:5]1[O:9][C:8]([C:10]2[CH:11]=[CH:12][CH:13]=[CH:14][CH:15]=2)=[N:7][C:6]=1[CH2:16][O:17][C:18]1[CH:19]=[C:20]([CH:34]=[CH:35][CH:36]=1)[CH2:21][O:22][NH2:23], predict the reactants needed to synthesize it. The reactants are: O.NN.[CH3:4][C:5]1[O:9][C:8]([C:10]2[CH:15]=[CH:14][CH:13]=[CH:12][CH:11]=2)=[N:7][C:6]=1[CH2:16][O:17][C:18]1[CH:19]=[C:20]([CH:34]=[CH:35][CH:36]=1)[CH2:21][O:22][N:23]1C(=O)C2=CC=CC=C2C1=O.O1CCCC1.C(=O)([O-])[O-].[K+].[K+].